This data is from Forward reaction prediction with 1.9M reactions from USPTO patents (1976-2016). The task is: Predict the product of the given reaction. (1) Given the reactants [Cl:1][C:2]1[N:6]2[N:7]=[C:8]([CH:25]([CH3:27])[CH3:26])[C:9](/[CH:18]=[CH:19]/[C:20](OCC)=[O:21])=[C:10]([C:11]3[CH:16]=[CH:15][C:14]([F:17])=[CH:13][CH:12]=3)[C:5]2=[CH:4][CH:3]=1.[H-], predict the reaction product. The product is: [Cl:1][C:2]1[N:6]2[N:7]=[C:8]([CH:25]([CH3:27])[CH3:26])[C:9](/[CH:18]=[CH:19]/[CH2:20][OH:21])=[C:10]([C:11]3[CH:12]=[CH:13][C:14]([F:17])=[CH:15][CH:16]=3)[C:5]2=[CH:4][CH:3]=1. (2) Given the reactants [Cl:1][C:2]1[N:3]=[C:4]([C:9]([NH:11][CH:12]2[CH2:17][CH2:16][C:15]([C:18]3[CH:19]=[C:20]([CH:26]=[CH:27][CH:28]=3)[C:21]([O:23]CC)=[O:22])=[CH:14][CH2:13]2)=[O:10])[NH:5][C:6]=1[CH2:7][CH3:8].O.[OH-].[Li+], predict the reaction product. The product is: [Cl:1][C:2]1[N:3]=[C:4]([C:9]([NH:11][CH:12]2[CH2:17][CH2:16][C:15]([C:18]3[CH:19]=[C:20]([CH:26]=[CH:27][CH:28]=3)[C:21]([OH:23])=[O:22])=[CH:14][CH2:13]2)=[O:10])[NH:5][C:6]=1[CH2:7][CH3:8]. (3) The product is: [CH2:19]([C:7]1[C:6]([C:4]([OH:5])=[O:3])=[C:10]2[C:11]([CH2:17][OH:18])=[CH:12][CH:13]=[C:14]([O:15][CH3:16])[N:9]2[N:8]=1)[CH3:20]. Given the reactants C([O:3][C:4]([C:6]1[C:7]([CH2:19][CH3:20])=[N:8][N:9]2[C:14]([O:15][CH3:16])=[CH:13][CH:12]=[C:11]([CH2:17][OH:18])[C:10]=12)=[O:5])C.[OH-].[K+], predict the reaction product. (4) The product is: [N:19]1([CH2:15][CH2:16][C:17]#[C:18][C:2]2[CH:3]=[N:4][CH:5]=[C:6]([CH2:8][N:9]3[CH2:14][CH2:13][CH2:12][CH2:11][CH2:10]3)[CH:7]=2)[CH2:24][CH2:23][CH2:22][CH2:21][CH2:20]1. Given the reactants Br[C:2]1[CH:3]=[N:4][CH:5]=[C:6]([CH2:8][N:9]2[CH2:14][CH2:13][CH2:12][CH2:11][CH2:10]2)[CH:7]=1.[CH2:15]([N:19]1[CH2:24][CH2:23][CH2:22][CH2:21][CH2:20]1)[CH2:16][C:17]#[CH:18].C1C=CC(P(C2C=CC=CC=2)C2C=CC=CC=2)=CC=1, predict the reaction product.